Dataset: Full USPTO retrosynthesis dataset with 1.9M reactions from patents (1976-2016). Task: Predict the reactants needed to synthesize the given product. (1) Given the product [CH3:14][O:15][N:16]([CH3:30])[C:17](=[O:29])[CH2:18][CH:19]1[CH2:1][CH:20]1[C:21]1[CH:22]=[CH:23][C:24]([O:27][CH3:28])=[CH:25][CH:26]=1, predict the reactants needed to synthesize it. The reactants are: [CH2:1]([Zn]CC)C.IC.C(COC)OC.[CH3:14][O:15][N:16]([CH3:30])[C:17](=[O:29])[CH2:18]/[CH:19]=[CH:20]/[C:21]1[CH:26]=[CH:25][C:24]([O:27][CH3:28])=[CH:23][CH:22]=1. (2) Given the product [OH:1][CH2:2][C:3]1[O:7][N:6]=[C:5]([C:8]2[CH:13]=[CH:12][CH:11]=[CH:10][N:9]=2)[C:4]=1[CH2:14][O:15][C:16]1[CH:24]=[CH:23][C:19]([C:20]([NH:25][N:26]2[CH2:31][CH2:30][O:29][CH2:28][CH2:27]2)=[O:22])=[CH:18][N:17]=1, predict the reactants needed to synthesize it. The reactants are: [OH:1][CH2:2][C:3]1[O:7][N:6]=[C:5]([C:8]2[CH:13]=[CH:12][CH:11]=[CH:10][N:9]=2)[C:4]=1[CH2:14][O:15][C:16]1[CH:24]=[CH:23][C:19]([C:20]([OH:22])=O)=[CH:18][N:17]=1.[NH2:25][N:26]1[CH2:31][CH2:30][O:29][CH2:28][CH2:27]1.F[B-](F)(F)F.C[N+](C)=C(N(C)C)ON1C2C=CC=CC=2N=N1.C(N(CC)C(C)C)(C)C. (3) Given the product [Cl:1][C:2]1[CH:8]=[C:7]([F:9])[C:5]([N:6]=[C:23]=[O:25])=[C:4]([N+:10]([O-:12])=[O:11])[C:3]=1[O:13][CH3:14], predict the reactants needed to synthesize it. The reactants are: [Cl:1][C:2]1[CH:8]=[C:7]([F:9])[C:5]([NH2:6])=[C:4]([N+:10]([O-:12])=[O:11])[C:3]=1[O:13][CH3:14].C(N(CC)CC)C.Cl[C:23](Cl)([O:25]C(=O)OC(Cl)(Cl)Cl)Cl. (4) Given the product [CH2:2]([O:4][C:5](=[O:13])[C:6]([CH2:19][C:18]1[CH:21]=[CH:22][C:15]([I:14])=[CH:16][CH:17]=1)([CH3:12])[C:7]([O:9][CH2:10][CH3:11])=[O:8])[CH3:3], predict the reactants needed to synthesize it. The reactants are: [Na].[CH2:2]([O:4][C:5](=[O:13])[CH:6]([CH3:12])[C:7]([O:9][CH2:10][CH3:11])=[O:8])[CH3:3].[I:14][C:15]1[CH:22]=[CH:21][C:18]([CH2:19]Br)=[CH:17][CH:16]=1. (5) Given the product [CH2:28]([NH:29][CH2:3][CH3:18])[CH3:27].[Cl:1][C:2]1[CH:17]=[CH:16][C:5]([O:6][C:7]2[CH:15]=[CH:14][C:10]([C:11]([NH:33][S:30]([NH:29][CH3:28])(=[O:32])=[O:31])=[O:12])=[CH:9][CH:8]=2)=[CH:4][C:3]=1[C:18]([F:21])([F:20])[F:19], predict the reactants needed to synthesize it. The reactants are: [Cl:1][C:2]1[CH:17]=[CH:16][C:5]([O:6][C:7]2[CH:15]=[CH:14][C:10]([C:11](O)=[O:12])=[CH:9][CH:8]=2)=[CH:4][C:3]=1[C:18]([F:21])([F:20])[F:19].COC1C=C[C:27]([CH2:28][N:29](C)[S:30]([NH2:33])(=[O:32])=[O:31])=CC=1.C(O)(C(F)(F)F)=O. (6) Given the product [C:1]1([N:7]2[CH2:12][CH2:11][CH:10]([C:13]3[CH:14]=[C:15]4[C:19](=[CH:20][CH:21]=3)[NH:18][C:17](=[O:22])[CH2:16]4)[CH2:9][CH2:8]2)[CH:2]=[CH:3][CH:4]=[CH:5][CH:6]=1, predict the reactants needed to synthesize it. The reactants are: [C:1]1([N:7]2[CH2:12][CH:11]=[C:10]([C:13]3[CH:14]=[C:15]4[C:19](=[CH:20][CH:21]=3)[NH:18][C:17](=[O:22])[CH2:16]4)[CH2:9][CH2:8]2)[CH:6]=[CH:5][CH:4]=[CH:3][CH:2]=1. (7) The reactants are: [CH2:1]([O:3][C:4](=[O:22])[CH2:5]/[N:6]=[CH:7]/[C:8]1[CH:13]=[CH:12][C:11]([O:14][CH3:15])=[C:10]([O:16][CH2:17][CH2:18][CH2:19][O:20][CH3:21])[CH:9]=1)[CH3:2].[CH:23]([C:25]([CH3:27])=[O:26])=[CH2:24].C(N(CC)CC)C. Given the product [CH2:1]([O:3][C:4]([CH:5]1[CH2:24][CH:23]([C:25](=[O:26])[CH3:27])[CH:7]([C:8]2[CH:13]=[CH:12][C:11]([O:14][CH3:15])=[C:10]([O:16][CH2:17][CH2:18][CH2:19][O:20][CH3:21])[CH:9]=2)[NH:6]1)=[O:22])[CH3:2], predict the reactants needed to synthesize it.